Predict the reactants needed to synthesize the given product. From a dataset of Full USPTO retrosynthesis dataset with 1.9M reactions from patents (1976-2016). (1) Given the product [C:1]([C:5]1[N:10]=[C:9]([N:11]2[CH2:16][CH2:15][N:14]([CH2:17][CH2:18][CH2:19][CH2:20][NH:21][C:31]([N:33]3[CH2:34][CH2:35][C:44]4[NH:45][C:46]5[CH:47]=[CH:48][C:40]([C:39]([F:53])([F:54])[F:38])=[CH:41][C:42]=5[C:43]=4[CH2:37]3)=[O:32])[CH2:13][CH2:12]2)[CH:8]=[C:7]([C:22]([F:24])([F:25])[F:23])[N:6]=1)([CH3:4])([CH3:2])[CH3:3], predict the reactants needed to synthesize it. The reactants are: [C:1]([C:5]1[N:10]=[C:9]([N:11]2[CH2:16][CH2:15][N:14]([CH2:17][CH2:18][CH2:19][CH2:20][NH2:21])[CH2:13][CH2:12]2)[CH:8]=[C:7]([C:22]([F:25])([F:24])[F:23])[N:6]=1)([CH3:4])([CH3:3])[CH3:2].C1N=CN([C:31]([N:33]2[CH:37]=N[CH:35]=[CH:34]2)=[O:32])C=1.[F:38][C:39]([F:54])([F:53])[C:40]1[CH:48]=[CH:47][C:46]2[NH:45][C:44]3CCNC[C:43]=3[C:42]=2[CH:41]=1. (2) Given the product [Cl:35][C:36]1[N:37]=[N:38][C:39]([C:23]2[CH:22]=[N:21][C:20]([C:15]([C:12]3[CH:13]=[CH:14][C:9]([C:5]4[CH:6]=[N:7][CH:8]=[C:3]([O:2][CH3:1])[CH:4]=4)=[CH:10][CH:11]=3)([CH3:19])[CH:16]([CH3:17])[CH3:18])=[CH:25][CH:24]=2)=[CH:40][CH:41]=1, predict the reactants needed to synthesize it. The reactants are: [CH3:1][O:2][C:3]1[CH:4]=[C:5]([C:9]2[CH:14]=[CH:13][C:12]([C:15]([C:20]3[CH:25]=[CH:24][C:23](B4OC(C)(C)C(C)(C)O4)=[CH:22][N:21]=3)([CH3:19])[CH:16]([CH3:18])[CH3:17])=[CH:11][CH:10]=2)[CH:6]=[N:7][CH:8]=1.[Cl:35][C:36]1[N:37]=[N:38][C:39](Cl)=[CH:40][CH:41]=1.C(=O)([O-])[O-].[Na+].[Na+].C1(C)C=CC=CC=1. (3) Given the product [S:38]1[CH:42]=[CH:41][C:40]([C:2]2[C:3]3[C@@H:4]4[CH2:22][CH2:21][NH:20][CH2:19][CH2:18][C@@H:5]4[NH:6][C:7]=3[CH:8]=[CH:9][CH:10]=2)=[CH:39]1, predict the reactants needed to synthesize it. The reactants are: Br[C:2]1[C:3]2[CH:4]3[CH2:22][CH2:21][N:20](C(OC(C)(C)C)=O)[CH2:19][CH2:18][CH:5]3[N:6](C(OC(C)(C)C)=O)[C:7]=2[CH:8]=[CH:9][CH:10]=1.P([O-])([O-])([O-])=O.[K+].[K+].[K+].[S:38]1[CH:42]=[CH:41][C:40](B(O)O)=[CH:39]1.N#N. (4) Given the product [CH2:1]([O:8][C:9]1[CH:14]=[C:13]([CH3:15])[C:12]([CH2:16][Br:20])=[C:11]([CH3:18])[CH:10]=1)[C:2]1[CH:7]=[CH:6][CH:5]=[CH:4][CH:3]=1, predict the reactants needed to synthesize it. The reactants are: [CH2:1]([O:8][C:9]1[CH:14]=[C:13]([CH3:15])[C:12]([CH2:16]O)=[C:11]([CH3:18])[CH:10]=1)[C:2]1[CH:7]=[CH:6][CH:5]=[CH:4][CH:3]=1.P(Br)(Br)[Br:20].